Dataset: Forward reaction prediction with 1.9M reactions from USPTO patents (1976-2016). Task: Predict the product of the given reaction. (1) Given the reactants C([O:3][C:4]([C:6]1[CH:7]=[N:8][N:9]([CH:12]2[CH2:14][CH2:13]2)[C:10]=1[Cl:11])=[O:5])C.[Li+].[OH-], predict the reaction product. The product is: [Cl:11][C:10]1[N:9]([CH:12]2[CH2:13][CH2:14]2)[N:8]=[CH:7][C:6]=1[C:4]([OH:5])=[O:3]. (2) Given the reactants [C:1]([OH:11])(=O)[CH:2]=[CH:3][C:4]1[CH:9]=[CH:8][CH:7]=[CH:6][CH:5]=1.[OH-].[Na+].[NH2:14][CH2:15][C:16]1[CH:24]=[CH:23][C:19]([C:20]([OH:22])=[O:21])=[CH:18][CH:17]=1, predict the reaction product. The product is: [C:1]([NH:14][CH2:15][C:16]1[CH:17]=[CH:18][C:19]([C:20]([OH:22])=[O:21])=[CH:23][CH:24]=1)(=[O:11])[CH:2]=[CH:3][C:4]1[CH:5]=[CH:6][CH:7]=[CH:8][CH:9]=1. (3) Given the reactants [CH2:1]([N:4]1[C:10]2[CH:11]=[CH:12][CH:13]=[CH:14][C:9]=2[S:8][CH2:7][CH:6]([NH:15]C(=O)OC(C)(C)C)[C:5]1=[O:23])[CH:2]=[CH2:3].[ClH:24], predict the reaction product. The product is: [ClH:24].[NH2:15][CH:6]1[C:5](=[O:23])[N:4]([CH2:1][CH:2]=[CH2:3])[C:10]2[CH:11]=[CH:12][CH:13]=[CH:14][C:9]=2[S:8][CH2:7]1. (4) Given the reactants C[O:2][C:3]([C:5]1[CH:6]=[CH:7][C:8]2[O:17][CH2:16][CH2:15][C:14]3[CH:13]=[C:12]([C:18]4[N:22]([C:23]5[CH:28]=[CH:27][C:26]([F:29])=[CH:25][C:24]=5[F:30])[CH:21]=[N:20][N:19]=4)[S:11][C:10]=3[C:9]=2[CH:31]=1)=[O:4].[OH-].[Na+].Cl, predict the reaction product. The product is: [F:30][C:24]1[CH:25]=[C:26]([F:29])[CH:27]=[CH:28][C:23]=1[N:22]1[CH:21]=[N:20][N:19]=[C:18]1[C:12]1[S:11][C:10]2[C:9]3[CH:31]=[C:5]([C:3]([OH:4])=[O:2])[CH:6]=[CH:7][C:8]=3[O:17][CH2:16][CH2:15][C:14]=2[CH:13]=1.